Dataset: Forward reaction prediction with 1.9M reactions from USPTO patents (1976-2016). Task: Predict the product of the given reaction. (1) Given the reactants [CH2:1]([O:3][C:4](=[O:27])[C:5]([O:8][C:9]1[CH:14]=[CH:13][C:12]([O:15][CH2:16][C:17]2[CH:22]=[CH:21][CH:20]=[CH:19][CH:18]=2)=[CH:11][C:10]=1CC(O)=O)([CH3:7])[CH3:6])[CH3:2].[Cl-].[NH4+].C(Cl)CCl.O.ON1[C:40]2C=CC=[CH:44][C:39]=2N=N1.C(N(C(C)C)C(C)C)C, predict the reaction product. The product is: [CH2:1]([O:3][C:4](=[O:27])[C:5]([O:8][C:9]1[CH:14]=[CH:13][C:12]([O:15][CH2:16][C:17]2[CH:18]=[CH:19][CH:20]=[CH:21][CH:22]=2)=[CH:11][C:10]=1[CH2:44][CH:39]=[CH2:40])([CH3:6])[CH3:7])[CH3:2]. (2) Given the reactants [F:1][C:2]1[CH:7]=[CH:6][C:5]([CH2:8][C:9]([O:11]C(C)(C)C)=[O:10])=[C:4]([CH3:16])[CH:3]=1.C(C(O)=O)(F)(F)F, predict the reaction product. The product is: [F:1][C:2]1[CH:7]=[CH:6][C:5]([CH2:8][C:9]([OH:11])=[O:10])=[C:4]([CH3:16])[CH:3]=1.